Regression. Given a peptide amino acid sequence and an MHC pseudo amino acid sequence, predict their binding affinity value. This is MHC class II binding data. From a dataset of Peptide-MHC class II binding affinity with 134,281 pairs from IEDB. (1) The peptide sequence is KQELDEISTNIRQAG. The MHC is HLA-DQA10102-DQB10602 with pseudo-sequence HLA-DQA10102-DQB10602. The binding affinity (normalized) is 0.311. (2) The peptide sequence is EAMDTISVFLHSEEG. The MHC is DRB3_0202 with pseudo-sequence DRB3_0202. The binding affinity (normalized) is 0. (3) The binding affinity (normalized) is 0.0466. The MHC is HLA-DQA10102-DQB10602 with pseudo-sequence HLA-DQA10102-DQB10602. The peptide sequence is MKDFDEPGHLAPTGM. (4) The peptide sequence is AFKWAATAANAAPAN. The MHC is DRB1_1001 with pseudo-sequence DRB1_1001. The binding affinity (normalized) is 0.975.